From a dataset of Forward reaction prediction with 1.9M reactions from USPTO patents (1976-2016). Predict the product of the given reaction. (1) Given the reactants [Br:1][C:2]1[C:3]([C@@H:9]([NH2:18])[CH2:10][C:11]2[CH:16]=[CH:15][CH:14]=[C:13]([F:17])[CH:12]=2)=[N:4][C:5]([Br:8])=[CH:6][CH:7]=1.CCN(C(C)C)C(C)C.[CH3:28][C:29]([O:32][C:33](O[C:33]([O:32][C:29]([CH3:31])([CH3:30])[CH3:28])=[O:34])=[O:34])([CH3:31])[CH3:30], predict the reaction product. The product is: [Br:1][C:2]1[C:3]([C@@H:9]([NH:18][C:33](=[O:34])[O:32][C:29]([CH3:31])([CH3:30])[CH3:28])[CH2:10][C:11]2[CH:16]=[CH:15][CH:14]=[C:13]([F:17])[CH:12]=2)=[N:4][C:5]([Br:8])=[CH:6][CH:7]=1. (2) Given the reactants [CH2:1]([N:8]1[CH2:13][CH2:12][C:11](=O)[CH2:10][CH2:9]1)[C:2]1[CH:7]=[CH:6][CH:5]=[CH:4][CH:3]=1.[C:15]([BH3-])#[N:16].[Na+].[CH3:19][NH:20][CH2:21][CH2:22][NH:23][CH3:24].[C:25](O)(=O)[CH3:26].C(=O)([O-])[O-].[K+].[K+].C(=O)([O-])O.[Na+], predict the reaction product. The product is: [CH2:1]([N:8]1[CH2:13][CH2:12][CH:11]([N:20]([CH3:19])[CH2:21][CH2:22][N:23]([CH:11]2[CH2:12][CH2:13][N:16]([CH2:15][C:26]3[CH:25]=[CH:4][CH:3]=[CH:2][CH:1]=3)[CH2:9][CH2:10]2)[CH3:24])[CH2:10][CH2:9]1)[C:2]1[CH:7]=[CH:6][CH:5]=[CH:4][CH:3]=1. (3) Given the reactants [Cl:1][C:2]1[CH:3]=[C:4]([CH:20]=[CH:21][C:22]=1[Cl:23])[CH2:5][N:6]([O:18][CH3:19])[C:7](=[O:17])[CH:8]=[C:9]1[C:13](=[O:14])OC(C)(C)[O:10]1.[CH2:24]=O.[NH2:26][CH2:27][CH2:28][N:29]1[CH2:34][CH2:33][O:32][CH2:31][CH2:30]1, predict the reaction product. The product is: [Cl:1][C:2]1[CH:3]=[C:4]([CH:20]=[CH:21][C:22]=1[Cl:23])[CH2:5][N:6]([O:18][CH3:19])[C:7]([C:8]1[CH2:24][N:26]([CH2:27][CH2:28][N:29]2[CH2:34][CH2:33][O:32][CH2:31][CH2:30]2)[C:13](=[O:14])[C:9]=1[OH:10])=[O:17]. (4) Given the reactants [NH2:1][C@@H:2]1[CH2:7][CH2:6][C@H:5]([NH:8][C:9](=[O:19])[C:10]2[CH:15]=[C:14]([F:16])[C:13]([F:17])=[C:12]([F:18])[CH:11]=2)[CH2:4][CH2:3]1.[Cl:20][C:21]1[C:22]2[CH:29]=[CH:28][N:27]([CH3:30])[C:23]=2[N:24]=[CH:25][N:26]=1, predict the reaction product. The product is: [ClH:20].[F:16][C:14]1[CH:15]=[C:10]([CH:11]=[C:12]([F:18])[C:13]=1[F:17])[C:9]([NH:8][C@H:5]1[CH2:4][CH2:3][C@@H:2]([NH:1][C:21]2[C:22]3[CH:29]=[CH:28][N:27]([CH3:30])[C:23]=3[N:24]=[CH:25][N:26]=2)[CH2:7][CH2:6]1)=[O:19]. (5) Given the reactants [Br:1][C:2]1[C:3]([C:13]#[C:14][Si](C)(C)C)=[C:4]([CH:6]=[C:7]([C:9]([F:12])([F:11])[F:10])[CH:8]=1)[NH2:5].C(=O)([O-])[O-].[K+].[K+].[Cl-].[NH4+], predict the reaction product. The product is: [Br:1][C:2]1[C:3]([C:13]#[CH:14])=[C:4]([CH:6]=[C:7]([C:9]([F:10])([F:11])[F:12])[CH:8]=1)[NH2:5]. (6) Given the reactants [CH2:1]([Mg]Br)[CH:2]=[CH2:3].[CH3:6][S:7]([O:10][CH:11]1[CH2:16][CH2:15][C:14](=[O:17])[CH2:13][CH2:12]1)(=[O:9])=[O:8], predict the reaction product. The product is: [CH3:6][S:7]([O:10][CH:11]1[CH2:16][CH2:15][C:14]([CH2:3][CH:2]=[CH2:1])([OH:17])[CH2:13][CH2:12]1)(=[O:9])=[O:8]. (7) Given the reactants [F:1][C:2]1[CH:7]=[C:6]([O:8][CH2:9][CH2:10][OH:11])[CH:5]=[CH:4][C:3]=1[NH:12][C:13]1[O:14][CH2:15][C:16](=[O:23])[C:17]=1[C:18]([O:20][CH2:21][CH3:22])=[O:19].[NH:24]1[C:32]2[C:27](=[CH:28][CH:29]=[CH:30][N:31]=2)[C:26]([CH:33]=O)=[CH:25]1.[OH-].[Na+], predict the reaction product. The product is: [NH:24]1[C:32]2=[N:31][CH:30]=[CH:29][CH:28]=[C:27]2[C:26]([CH:33]=[C:15]2[O:14][C:13]([NH:12][C:3]3[CH:4]=[CH:5][C:6]([O:8][CH2:9][CH2:10][OH:11])=[CH:7][C:2]=3[F:1])=[C:17]([C:18]([O:20][CH2:21][CH3:22])=[O:19])[C:16]2=[O:23])=[CH:25]1. (8) Given the reactants [CH3:1][C:2]1[CH:6]=[C:5]([CH3:7])[N:4]([C:8]2[CH:13]=[CH:12][C:11]([N+:14]([O-])=O)=[CH:10][C:9]=2[OH:17])[N:3]=1, predict the reaction product. The product is: [NH2:14][C:11]1[CH:12]=[CH:13][C:8]([N:4]2[C:5]([CH3:7])=[CH:6][C:2]([CH3:1])=[N:3]2)=[C:9]([OH:17])[CH:10]=1. (9) Given the reactants [Cl:1][C:2]1[C:3](OC2C=CC=CC=2CC)=[C:4]([C@@:8]([OH:23])([C@@H:17]2[CH2:22][CH2:21][CH2:20][NH:19][CH2:18]2)[CH2:9][CH2:10][CH2:11][NH:12][C:13](=[O:16])[O:14][CH3:15])[CH:5]=[CH:6][CH:7]=1.BrC1C=CC=C(Cl)C=1O[C:42]1[CH:47]=[CH:46][CH:45]=[CH:44][C:43]=1[CH2:48]C, predict the reaction product. The product is: [Cl:1][C:2]1[C:3]([C:47]2[CH:46]=[CH:45][CH:44]=[C:43]([CH3:48])[CH:42]=2)=[C:4]([C@@:8]([OH:23])([CH:17]2[CH2:22][CH2:21][CH2:20][NH:19][CH2:18]2)[CH2:9][CH2:10][CH2:11][NH:12][C:13](=[O:16])[O:14][CH3:15])[CH:5]=[CH:6][CH:7]=1. (10) Given the reactants [CH2:1]([Mg]Br)[CH3:2].CO[C:7](=[O:15])[C:8]1[CH:13]=[CH:12][CH:11]=[C:10]([Br:14])[CH:9]=1.[Cl-].[NH4+].O1CC[CH2:20][CH2:19]1, predict the reaction product. The product is: [Br:14][C:10]1[CH:9]=[C:8]([C:7]([OH:15])([CH2:1][CH3:2])[CH2:19][CH3:20])[CH:13]=[CH:12][CH:11]=1.